The task is: Predict the reactants needed to synthesize the given product.. This data is from Full USPTO retrosynthesis dataset with 1.9M reactions from patents (1976-2016). (1) Given the product [CH3:3][O:4][C@H:5]([CH2:9][C:10]1[C:15]2[S:16][CH:17]=[CH:18][C:14]=2[C:13]([O:19][CH2:20][CH2:21][C:22]2[N:23]=[C:24]([C:28]3[CH:33]=[CH:32][CH:31]=[CH:30][CH:29]=3)[O:25][C:26]=2[CH3:27])=[CH:12][CH:11]=1)[C:6]([OH:8])=[O:7], predict the reactants needed to synthesize it. The reactants are: O=O.[CH3:3][O:4]/[C:5](=[CH:9]\[C:10]1[C:15]2[S:16][CH:17]=[CH:18][C:14]=2[C:13]([O:19][CH2:20][CH2:21][C:22]2[N:23]=[C:24]([C:28]3[CH:33]=[CH:32][CH:31]=[CH:30][CH:29]=3)[O:25][C:26]=2[CH3:27])=[CH:12][CH:11]=1)/[C:6]([OH:8])=[O:7].C1([C@@H](N)C)C=CC=CC=1.[H][H]. (2) Given the product [CH:6]1([CH2:9][C:10]2([C:16]#[N:17])[CH2:13][CH:12]([CH2:14][S:2][CH2:1][CH2:19][CH3:20])[CH2:11]2)[CH2:8][CH2:7]1, predict the reactants needed to synthesize it. The reactants are: [CH3:1][S:2](Cl)(=O)=O.[CH:6]1([CH2:9][C:10]2([C:16]#[N:17])[CH2:13][CH:12]([CH2:14]O)[CH2:11]2)[CH2:8][CH2:7]1.N1C=CC=[CH:20][CH:19]=1. (3) Given the product [CH3:12][O:6][C:5](=[O:7])[C:4]1[CH:8]=[CH:9][N:10]=[C:2]([Cl:1])[C:3]=1[F:11], predict the reactants needed to synthesize it. The reactants are: [Cl:1][C:2]1[C:3]([F:11])=[C:4]([CH:8]=[CH:9][N:10]=1)[C:5]([OH:7])=[O:6].[CH3:12]O. (4) Given the product [C:26]([C:19]1([NH:18][C:16](=[O:17])[CH:15]([NH:1][C:2]2[C:10]3[C:5](=[CH:6][CH:7]=[CH:8][CH:9]=3)[C:4](=[O:11])[N:3]=2)[CH2:28][CH:29]2[CH2:34][CH2:33][CH2:32][CH2:31][CH2:30]2)[CH2:24][CH2:23][N:22]([CH3:25])[CH2:21][CH2:20]1)#[N:27], predict the reactants needed to synthesize it. The reactants are: [NH:1]=[C:2]1[C:10]2[C:5](=[CH:6][CH:7]=[CH:8][CH:9]=2)[C:4](=[O:11])[NH:3]1.Cl.Cl.N[CH:15]([CH2:28][CH:29]1[CH2:34][CH2:33][CH2:32][CH2:31][CH2:30]1)[C:16]([NH:18][C:19]1([C:26]#[N:27])[CH2:24][CH2:23][N:22]([CH3:25])[CH2:21][CH2:20]1)=[O:17]. (5) Given the product [CH2:32]([O:31][C:29]([N:16]1[CH2:17][CH2:18][N:19]([S:20]([C:23]2[CH:24]=[CH:25][CH:26]=[CH:27][CH:28]=2)(=[O:22])=[O:21])[C@@H:14]([CH2:13][CH2:12][CH:7]2[CH2:8][C:9](=[CH2:11])[CH2:10][CH:6]2[C:4]([OH:5])=[O:3])[CH2:15]1)=[O:30])[C:33]1[CH:38]=[CH:37][CH:36]=[CH:35][CH:34]=1, predict the reactants needed to synthesize it. The reactants are: C([O:3][C:4]([CH:6]1[CH2:10][C:9](=[CH2:11])[CH2:8][CH:7]1[CH2:12][CH2:13][C@@H:14]1[N:19]([S:20]([C:23]2[CH:28]=[CH:27][CH:26]=[CH:25][CH:24]=2)(=[O:22])=[O:21])[CH2:18][CH2:17][N:16]([C:29]([O:31][CH2:32][C:33]2[CH:38]=[CH:37][CH:36]=[CH:35][CH:34]=2)=[O:30])[CH2:15]1)=[O:5])C.[OH-].[Na+]. (6) The reactants are: CO[CH:3](OC)[CH2:4]Br.Cl.C(=O)(O)[O-].[Na+].[CH2:14]([O:21][C:22]1[N:27]=[C:26]([NH2:28])[CH:25]=[C:24]([C:29]2[CH:34]=[CH:33][CH:32]=[CH:31][CH:30]=2)[CH:23]=1)[C:15]1[CH:20]=[CH:19][CH:18]=[CH:17][CH:16]=1. Given the product [CH2:14]([O:21][C:22]1[N:27]2[CH:3]=[CH:4][N:28]=[C:26]2[CH:25]=[C:24]([C:29]2[CH:34]=[CH:33][CH:32]=[CH:31][CH:30]=2)[CH:23]=1)[C:15]1[CH:16]=[CH:17][CH:18]=[CH:19][CH:20]=1, predict the reactants needed to synthesize it.